From a dataset of Full USPTO retrosynthesis dataset with 1.9M reactions from patents (1976-2016). Predict the reactants needed to synthesize the given product. (1) Given the product [Cl:8][C:6]1[N:5]=[CH:4][N:3]=[C:2]([N:9]2[CH2:14][CH2:13][O:12][CH2:11][CH2:10]2)[CH:7]=1, predict the reactants needed to synthesize it. The reactants are: Cl[C:2]1[CH:7]=[C:6]([Cl:8])[N:5]=[CH:4][N:3]=1.[NH:9]1[CH2:14][CH2:13][O:12][CH2:11][CH2:10]1. (2) Given the product [F:1][C:2]1[CH:42]=[CH:41][C:5]([CH2:6][N:7]2[CH2:16][C:15]3[C:10](=[CH:11][C:12]4[N:19]([C:20]([C:33]5[CH:38]=[CH:37][CH:36]=[CH:35][CH:34]=5)([C:27]5[CH:32]=[CH:31][CH:30]=[CH:29][CH:28]=5)[C:21]5[CH:26]=[CH:25][CH:24]=[CH:23][CH:22]=5)[N:18]=[C:17]([C:46]5[CH:47]=[CH:48][N:43]=[C:44]([CH3:53])[CH:45]=5)[C:13]=4[CH:14]=3)[NH:9][C:8]2=[O:40])=[CH:4][CH:3]=1, predict the reactants needed to synthesize it. The reactants are: [F:1][C:2]1[CH:42]=[CH:41][C:5]([CH2:6][N:7]2[CH2:16][C:15]3[C:10](=[CH:11][C:12]4[N:19]([C:20]([C:33]5[CH:38]=[CH:37][CH:36]=[CH:35][CH:34]=5)([C:27]5[CH:32]=[CH:31][CH:30]=[CH:29][CH:28]=5)[C:21]5[CH:26]=[CH:25][CH:24]=[CH:23][CH:22]=5)[N:18]=[C:17](Br)[C:13]=4[CH:14]=3)[NH:9][C:8]2=[O:40])=[CH:4][CH:3]=1.[N:43]1[CH:48]=[CH:47][C:46](B(O)O)=[CH:45][CH:44]=1.O1CCOC[CH2:53]1.C([O-])([O-])=O.[K+].[K+]. (3) Given the product [F:33][C:27]1[CH:28]=[C:29]([F:32])[CH:30]=[CH:31][C:26]=1[C@:14]12[CH2:16][O:17][C@@H:18]([C:20]3[O:25][CH:24]=[CH:23][N:22]=3)[CH2:19][C@H:13]1[CH2:12][S:11][C:10]([NH:9][C:1](=[O:8])[C:2]1[CH:3]=[CH:4][CH:5]=[CH:6][CH:7]=1)=[N:15]2, predict the reactants needed to synthesize it. The reactants are: [C:1]([NH:9][C:10]1[S:11][CH2:12][C@@H:13]2[CH2:19][C@H:18]([C:20]([NH:22][CH2:23][CH:24]=[O:25])=O)[O:17][CH2:16][C@:14]2([C:26]2[CH:31]=[CH:30][C:29]([F:32])=[CH:28][C:27]=2[F:33])[N:15]=1)(=[O:8])[C:2]1[CH:7]=[CH:6][CH:5]=[CH:4][CH:3]=1.C1(C)C=CC=CC=1.CC[N+](S(N=C(OC)[O-])(=O)=O)(CC)CC. (4) Given the product [F:12][C:10]1[C:5]2[O:6][CH2:7][CH2:8][NH:9][C:4]=2[C:3]([CH3:13])=[C:2]([B:22]2[O:23][C:24]([CH3:26])([CH3:25])[C:20]([CH3:36])([CH3:19])[O:21]2)[CH:11]=1, predict the reactants needed to synthesize it. The reactants are: Br[C:2]1[CH:11]=[C:10]([F:12])[C:5]2[O:6][CH2:7][CH2:8][NH:9][C:4]=2[C:3]=1[CH3:13].C([O-])(=O)C.[K+].[CH3:19][C:20]1([CH3:36])[C:24]([CH3:26])([CH3:25])[O:23][B:22]([B:22]2[O:23][C:24]([CH3:26])([CH3:25])[C:20]([CH3:36])([CH3:19])[O:21]2)[O:21]1. (5) The reactants are: FC(F)(F)C(O)=O.[CH:8]1[C:17]2[C:12](=[CH:13][CH:14]=[CH:15][CH:16]=2)[C:11]([C:18]2[CH:30]=[CH:29][C:21]([C:22]([O:24]C(C)(C)C)=[O:23])=[C:20]([NH:31][C:32]([C:34]3[CH:35]=[N:36][CH:37]=[C:38]([C:40]4[CH:45]=[CH:44][CH:43]=[CH:42][CH:41]=4)[CH:39]=3)=[O:33])[CH:19]=2)=[CH:10][N:9]=1. Given the product [CH:8]1[C:17]2[C:12](=[CH:13][CH:14]=[CH:15][CH:16]=2)[C:11]([C:18]2[CH:30]=[CH:29][C:21]([C:22]([OH:24])=[O:23])=[C:20]([NH:31][C:32]([C:34]3[CH:35]=[N:36][CH:37]=[C:38]([C:40]4[CH:41]=[CH:42][CH:43]=[CH:44][CH:45]=4)[CH:39]=3)=[O:33])[CH:19]=2)=[CH:10][N:9]=1, predict the reactants needed to synthesize it. (6) Given the product [NH2:37][C@H:34]1[CH2:33][CH2:32][C@H:31]([NH:30][C:28]2[N:27]=[C:26]3[C:22]([N:23]=[CH:24][NH:25]3)=[C:21]([N:17]3[C:18]4[C:14](=[CH:13][C:12]([NH:11][C:2](=[O:1])[CH2:3][CH2:4][C:5]5[CH:6]=[CH:7][CH:8]=[CH:9][CH:10]=5)=[CH:20][CH:19]=4)[CH2:15][CH2:16]3)[N:29]=2)[CH2:36][CH2:35]1, predict the reactants needed to synthesize it. The reactants are: [O:1]=[C:2]([NH:11][C:12]1[CH:13]=[C:14]2[C:18](=[CH:19][CH:20]=1)[N:17]([C:21]1[N:29]=[C:28]([NH:30][C@H:31]3[CH2:36][CH2:35][C@H:34]([NH:37]C(OC(C)(C)C)=O)[CH2:33][CH2:32]3)[N:27]=[C:26]3[C:22]=1[N:23]=[CH:24][N:25]3C(OC(C)(C)C)=O)[CH2:16][CH2:15]2)[CH2:3][CH2:4][C:5]1[CH:10]=[CH:9][CH:8]=[CH:7][CH:6]=1.Cl.